Dataset: Full USPTO retrosynthesis dataset with 1.9M reactions from patents (1976-2016). Task: Predict the reactants needed to synthesize the given product. Given the product [Si:1]([O:8][CH:9]([C:16]1[CH:21]=[CH:20][CH:19]=[C:18]([Cl:22])[CH:17]=1)[C:10]1[N:11]=[C:12]([CH:37]=[O:38])[S:13][C:14]=1[CH3:15])([C:4]([CH3:7])([CH3:5])[CH3:6])([CH3:2])[CH3:3], predict the reactants needed to synthesize it. The reactants are: [Si:1]([O:8][CH:9]([C:16]1[CH:21]=[CH:20][CH:19]=[C:18]([Cl:22])[CH:17]=1)[C:10]1[N:11]=[CH:12][S:13][C:14]=1[CH3:15])([C:4]([CH3:7])([CH3:6])[CH3:5])([CH3:3])[CH3:2].[Li]CCCC.CCCCCC.CN([CH:37]=[O:38])C.